Dataset: Full USPTO retrosynthesis dataset with 1.9M reactions from patents (1976-2016). Task: Predict the reactants needed to synthesize the given product. (1) The reactants are: [C:1]([O:5][C:6](=[O:15])[NH:7][C:8]1([C:13]#[N:14])[CH2:12][CH2:11][CH2:10][CH2:9]1)([CH3:4])([CH3:3])[CH3:2].[H-].[H-].[H-].[H-].[Li+].[Al+3].O. Given the product [C:1]([O:5][C:6](=[O:15])[NH:7][C:8]1([CH2:13][NH2:14])[CH2:12][CH2:11][CH2:10][CH2:9]1)([CH3:4])([CH3:2])[CH3:3], predict the reactants needed to synthesize it. (2) Given the product [C:24]([C:21]1[CH:22]=[CH:23][C:18]([O:17][CH2:16][CH2:15][CH2:14][CH2:13][O:12][C:9]2[CH:10]=[CH:11][C:6]([C:5]([OH:31])=[O:4])=[CH:7][CH:8]=2)=[C:19]([CH2:28][CH2:29][CH3:30])[C:20]=1[OH:27])(=[O:26])[CH3:25], predict the reactants needed to synthesize it. The reactants are: [OH-].[Li+].C[O:4][C:5](=[O:31])[C:6]1[CH:11]=[CH:10][C:9]([O:12][CH2:13][CH2:14][CH2:15][CH2:16][O:17][C:18]2[CH:23]=[CH:22][C:21]([C:24](=[O:26])[CH3:25])=[C:20]([OH:27])[C:19]=2[CH2:28][CH2:29][CH3:30])=[CH:8][CH:7]=1.Cl. (3) Given the product [CH3:9][N:8]([CH:5]1[CH2:6][CH2:7][N:2]([CH3:1])[CH2:3][CH2:4]1)[S:10]([NH2:13])(=[O:12])=[O:11], predict the reactants needed to synthesize it. The reactants are: [CH3:1][N:2]1[CH2:7][CH2:6][CH:5]([NH:8][CH3:9])[CH2:4][CH2:3]1.[S:10](N)([NH2:13])(=[O:12])=[O:11]. (4) Given the product [C:26]([O:25][C:23]([N:15]1[C:7]2[CH:6]=[C:5]([O:4][C:3]3[CH:17]=[CH:18][C:19]([F:21])=[CH:20][C:2]=3[F:1])[C:10](=[O:11])[N:9]([CH3:12])[C:8]=2[C:13]([I:16])=[N:14]1)=[O:22])([CH3:29])([CH3:28])[CH3:27], predict the reactants needed to synthesize it. The reactants are: [F:1][C:2]1[CH:20]=[C:19]([F:21])[CH:18]=[CH:17][C:3]=1[O:4][C:5]1[C:10](=[O:11])[N:9]([CH3:12])[C:8]2[C:13]([I:16])=[N:14][NH:15][C:7]=2[CH:6]=1.[O:22](C(OC(C)(C)C)=O)[C:23]([O:25][C:26]([CH3:29])([CH3:28])[CH3:27])=O.